Task: Regression. Given two drug SMILES strings and cell line genomic features, predict the synergy score measuring deviation from expected non-interaction effect.. Dataset: NCI-60 drug combinations with 297,098 pairs across 59 cell lines (1) Drug 1: CNC(=O)C1=CC=CC=C1SC2=CC3=C(C=C2)C(=NN3)C=CC4=CC=CC=N4. Drug 2: CN(CC1=CN=C2C(=N1)C(=NC(=N2)N)N)C3=CC=C(C=C3)C(=O)NC(CCC(=O)O)C(=O)O. Cell line: SK-OV-3. Synergy scores: CSS=12.1, Synergy_ZIP=-8.55, Synergy_Bliss=-2.51, Synergy_Loewe=-22.6, Synergy_HSA=-3.95. (2) Drug 1: C1=CN(C=N1)CC(O)(P(=O)(O)O)P(=O)(O)O. Drug 2: C1CNP(=O)(OC1)N(CCCl)CCCl. Cell line: MOLT-4. Synergy scores: CSS=-0.0215, Synergy_ZIP=3.85, Synergy_Bliss=4.87, Synergy_Loewe=0.489, Synergy_HSA=-0.419. (3) Cell line: PC-3. Drug 2: CCC1(C2=C(COC1=O)C(=O)N3CC4=CC5=C(C=CC(=C5CN(C)C)O)N=C4C3=C2)O.Cl. Synergy scores: CSS=45.4, Synergy_ZIP=-0.768, Synergy_Bliss=-0.688, Synergy_Loewe=-9.49, Synergy_HSA=2.60. Drug 1: CC1=C2C(C(=O)C3(C(CC4C(C3C(C(C2(C)C)(CC1OC(=O)C(C(C5=CC=CC=C5)NC(=O)OC(C)(C)C)O)O)OC(=O)C6=CC=CC=C6)(CO4)OC(=O)C)OC)C)OC. (4) Drug 1: CN1C(=O)N2C=NC(=C2N=N1)C(=O)N. Drug 2: CCC1=C2CN3C(=CC4=C(C3=O)COC(=O)C4(CC)O)C2=NC5=C1C=C(C=C5)O. Cell line: OVCAR-5. Synergy scores: CSS=0.349, Synergy_ZIP=-1.88, Synergy_Bliss=-11.6, Synergy_Loewe=-27.0, Synergy_HSA=-16.9. (5) Drug 1: C1C(C(OC1N2C=C(C(=O)NC2=O)F)CO)O. Drug 2: CC1CCC2CC(C(=CC=CC=CC(CC(C(=O)C(C(C(=CC(C(=O)CC(OC(=O)C3CCCCN3C(=O)C(=O)C1(O2)O)C(C)CC4CCC(C(C4)OC)O)C)C)O)OC)C)C)C)OC. Cell line: PC-3. Synergy scores: CSS=9.08, Synergy_ZIP=-2.14, Synergy_Bliss=4.43, Synergy_Loewe=0.248, Synergy_HSA=2.07. (6) Drug 1: C1=C(C(=O)NC(=O)N1)N(CCCl)CCCl. Drug 2: C1=C(C(=O)NC(=O)N1)F. Cell line: U251. Synergy scores: CSS=50.3, Synergy_ZIP=-3.79, Synergy_Bliss=-5.17, Synergy_Loewe=-3.50, Synergy_HSA=0.513. (7) Drug 1: CS(=O)(=O)C1=CC(=C(C=C1)C(=O)NC2=CC(=C(C=C2)Cl)C3=CC=CC=N3)Cl. Drug 2: CC1=C(C(=O)C2=C(C1=O)N3CC4C(C3(C2COC(=O)N)OC)N4)N. Cell line: A549. Synergy scores: CSS=37.7, Synergy_ZIP=-1.79, Synergy_Bliss=-1.96, Synergy_Loewe=-10.2, Synergy_HSA=-0.818. (8) Drug 1: CNC(=O)C1=CC=CC=C1SC2=CC3=C(C=C2)C(=NN3)C=CC4=CC=CC=N4. Drug 2: CC12CCC(CC1=CCC3C2CCC4(C3CC=C4C5=CN=CC=C5)C)O. Cell line: HCC-2998. Synergy scores: CSS=5.00, Synergy_ZIP=-3.07, Synergy_Bliss=0.386, Synergy_Loewe=-3.12, Synergy_HSA=-2.04. (9) Synergy scores: CSS=16.0, Synergy_ZIP=-0.101, Synergy_Bliss=-2.10, Synergy_Loewe=-20.0, Synergy_HSA=-2.63. Drug 1: C1CCN(CC1)CCOC2=CC=C(C=C2)C(=O)C3=C(SC4=C3C=CC(=C4)O)C5=CC=C(C=C5)O. Drug 2: CC1CCC2CC(C(=CC=CC=CC(CC(C(=O)C(C(C(=CC(C(=O)CC(OC(=O)C3CCCCN3C(=O)C(=O)C1(O2)O)C(C)CC4CCC(C(C4)OC)OCCO)C)C)O)OC)C)C)C)OC. Cell line: IGROV1.